From a dataset of PAMPA (Parallel Artificial Membrane Permeability Assay) permeability data from NCATS. Regression/Classification. Given a drug SMILES string, predict its absorption, distribution, metabolism, or excretion properties. Task type varies by dataset: regression for continuous measurements (e.g., permeability, clearance, half-life) or binary classification for categorical outcomes (e.g., BBB penetration, CYP inhibition). Dataset: pampa_ncats. (1) The compound is CCCC1=CC=C(C=C1)C2=CSC(=N2)NC(=O)C3=C(C=NC=C3)NS(=O)(=O)C4=CC=C(C=C4)C. The result is 1 (high permeability). (2) The result is 1 (high permeability). The compound is CCOC1=C(C=C(C=C1)CCNC(=O)C2=CC3=C(N2CC4=CC=CC(=C4)C)C=NC=C3)OCC.